This data is from Full USPTO retrosynthesis dataset with 1.9M reactions from patents (1976-2016). The task is: Predict the reactants needed to synthesize the given product. (1) Given the product [CH3:1][O:2][C:3]([C@@:5]1([CH3:9])[CH2:8][CH2:7][N:6]1[CH2:10][C:11]1[CH:16]=[CH:15][CH:14]=[CH:13][CH:12]=1)=[O:4], predict the reactants needed to synthesize it. The reactants are: [CH3:1][O:2][C:3]([C@@:5]1([CH3:9])[CH2:8][CH2:7][NH:6]1)=[O:4].[CH2:10](Br)[C:11]1[CH:16]=[CH:15][CH:14]=[CH:13][CH:12]=1. (2) Given the product [C:19]([O:22][C:23]([N:16]1[C:11]2[CH:12]=[N:13][CH:14]=[CH:15][C:10]=2[N:9]=[C:8]1[C:6]1[CH:7]=[C:2]([Br:1])[CH:3]=[CH:4][C:5]=1[Cl:17])=[O:24])([CH3:21])([CH3:20])[CH3:18], predict the reactants needed to synthesize it. The reactants are: [Br:1][C:2]1[CH:3]=[CH:4][C:5]([Cl:17])=[C:6]([C:8]2[NH:16][C:11]3[CH:12]=[N:13][CH:14]=[CH:15][C:10]=3[N:9]=2)[CH:7]=1.[CH3:18][C:19]([O:22][C:23](O[C:23]([O:22][C:19]([CH3:21])([CH3:20])[CH3:18])=[O:24])=[O:24])([CH3:21])[CH3:20]. (3) Given the product [NH2:29][C@@H:11]([CH2:10][C:3]1[C:4]2[C:9](=[CH:8][CH:7]=[CH:6][CH:5]=2)[NH:1][CH:2]=1)[CH2:12][NH:13][C:14]1[O:18][N:17]=[C:16]([C:19]2[CH:20]=[C:21]3[C:26](=[CH:27][CH:28]=2)[CH:25]=[N:24][CH:23]=[CH:22]3)[CH:15]=1, predict the reactants needed to synthesize it. The reactants are: [NH:1]1[C:9]2[C:4](=[CH:5][CH:6]=[CH:7][CH:8]=2)[C:3]([CH2:10][C@H:11]([NH:29]S(C2C=CC([N+]([O-])=O)=CC=2)(=O)=O)[CH2:12][NH:13][C:14]2[O:18][N:17]=[C:16]([C:19]3[CH:20]=[C:21]4[C:26](=[CH:27][CH:28]=3)[CH:25]=[N:24][CH:23]=[CH:22]4)[CH:15]=2)=[CH:2]1.N1CCCN2CCCCCC=12.SCCO. (4) Given the product [CH3:32][O:33][C:34]1[CH:39]=[CH:38][CH:37]=[CH:36][C:35]=1[C:2]1[CH:22]=[CH:21][C:5]2[N:6]([CH3:20])[C:7](=[O:19])[CH2:8][N:9]=[C:10]([C:11]3[CH:12]=[C:13]([CH:16]=[CH:17][CH:18]=3)[C:14]#[N:15])[C:4]=2[CH:3]=1, predict the reactants needed to synthesize it. The reactants are: Br[C:2]1[CH:22]=[CH:21][C:5]2[N:6]([CH3:20])[C:7](=[O:19])[CH2:8][N:9]=[C:10]([C:11]3[CH:12]=[C:13]([CH:16]=[CH:17][CH:18]=3)[C:14]#[N:15])[C:4]=2[CH:3]=1.C1(B(O)O)C=CC=CC=1.[CH3:32][O:33][C:34]1[CH:39]=[CH:38][CH:37]=[CH:36][C:35]=1B(O)O. (5) Given the product [CH3:21][C:17]1[CH:16]=[C:15]([N:11]2[CH2:12][CH2:13][CH2:14][C@@H:10]2[CH2:9][OH:8])[CH:20]=[CH:19][CH:18]=1, predict the reactants needed to synthesize it. The reactants are: [Si]([O:8][CH2:9][C@H:10]1[CH2:14][CH2:13][CH2:12][N:11]1[C:15]1[CH:20]=[CH:19][CH:18]=[C:17]([CH3:21])[CH:16]=1)(C(C)(C)C)(C)C.[F-].C([N+](CCCC)(CCCC)CCCC)CCC. (6) Given the product [C:21]([O:20][C:19](=[O:25])[NH:18][CH2:17][CH2:16][N:15]1[C:8]2[C:7]([O:6][C:5]3[CH:26]=[CH:27][C:2]([NH:1][C:45]([NH:44][C:40]4[CH:41]=[CH:42][CH:43]=[C:38]([C:37]([F:36])([F:47])[F:48])[CH:39]=4)=[O:46])=[C:3]([Cl:28])[CH:4]=3)=[N:12][CH:11]=[N:10][C:9]=2[CH:13]=[CH:14]1)([CH3:22])([CH3:23])[CH3:24], predict the reactants needed to synthesize it. The reactants are: [NH2:1][C:2]1[CH:27]=[CH:26][C:5]([O:6][C:7]2[C:8]3[N:15]([CH2:16][CH2:17][NH:18][C:19](=[O:25])[O:20][C:21]([CH3:24])([CH3:23])[CH3:22])[CH:14]=[CH:13][C:9]=3[N:10]=[CH:11][N:12]=2)=[CH:4][C:3]=1[Cl:28].C(N(CC)CC)C.[F:36][C:37]([F:48])([F:47])[C:38]1[CH:39]=[C:40]([N:44]=[C:45]=[O:46])[CH:41]=[CH:42][CH:43]=1. (7) The reactants are: [Br:1][C:2]1[CH:3]=[CH:4][C:5]([O:15][CH2:16][C:17]2[CH:22]=[CH:21][C:20]([F:23])=[CH:19][CH:18]=2)=[C:6]([C:8](=O)[CH2:9][CH2:10][C:11](=O)[CH3:12])[CH:7]=1.[CH3:24][O:25][C:26](=[O:38])[C:27]1[CH:32]=[C:31]([NH2:33])[CH:30]=[CH:29][C:28]=1[NH:34][C:35](=[O:37])[CH3:36].CC1C=CC(S(O)(=O)=O)=CC=1. Given the product [CH3:24][O:25][C:26](=[O:38])[C:27]1[C:28]([NH:34][C:35](=[O:37])[CH3:36])=[CH:29][CH:30]=[C:31]([N:33]2[C:11]([CH3:12])=[CH:10][CH:9]=[C:8]2[C:6]2[CH:7]=[C:2]([Br:1])[CH:3]=[CH:4][C:5]=2[O:15][CH2:16][C:17]2[CH:22]=[CH:21][C:20]([F:23])=[CH:19][CH:18]=2)[CH:32]=1, predict the reactants needed to synthesize it. (8) Given the product [CH3:1][O:2][C:3]([C:5]1[C@H:10]([C:11]2[CH:16]=[CH:15][C:14]([F:17])=[C:13]([F:18])[CH:12]=2)[N:9]([C:19]([NH:21][CH2:22][CH2:23][C:24]([OH:26])=[O:25])=[O:20])[C:8](=[O:29])[NH:7][C:6]=1[CH2:30][O:31][CH3:32])=[O:4], predict the reactants needed to synthesize it. The reactants are: [CH3:1][O:2][C:3]([C:5]1[C@H:10]([C:11]2[CH:16]=[CH:15][C:14]([F:17])=[C:13]([F:18])[CH:12]=2)[N:9]([C:19]([NH:21][CH2:22][CH2:23][C:24]([O:26]CC)=[O:25])=[O:20])[C:8](=[O:29])[NH:7][C:6]=1[CH2:30][O:31][CH3:32])=[O:4].[OH-].[Na+]. (9) The reactants are: [CH3:1][C:2]1[CH:7]=[CH:6][C:5]([N+:8]([O-])=O)=[CH:4][C:3]=1[N:11]1[CH2:27][CH2:26][C:14]2[N:15]=[C:16]([NH:19][C:20]3[CH:21]=[N:22][CH:23]=[N:24][CH:25]=3)[N:17]=[CH:18][C:13]=2[CH2:12]1.C1COCC1. Given the product [NH2:8][C:5]1[CH:6]=[CH:7][C:2]([CH3:1])=[C:3]([N:11]2[CH2:27][CH2:26][C:14]3[N:15]=[C:16]([NH:19][C:20]4[CH:21]=[N:22][CH:23]=[N:24][CH:25]=4)[N:17]=[CH:18][C:13]=3[CH2:12]2)[CH:4]=1, predict the reactants needed to synthesize it.